Dataset: Peptide-MHC class II binding affinity with 134,281 pairs from IEDB. Task: Regression. Given a peptide amino acid sequence and an MHC pseudo amino acid sequence, predict their binding affinity value. This is MHC class II binding data. (1) The peptide sequence is QAVMEMTYKNKVVKV. The MHC is DRB1_1301 with pseudo-sequence DRB1_1301. The binding affinity (normalized) is 0.744. (2) The peptide sequence is SQDAELSWNLNGLQAY. The MHC is DRB1_0802 with pseudo-sequence DRB1_0802. The binding affinity (normalized) is 0.141. (3) The peptide sequence is KKSALTLKGTSYKICTD. The MHC is HLA-DQA10201-DQB10301 with pseudo-sequence HLA-DQA10201-DQB10301. The binding affinity (normalized) is 0.723. (4) The peptide sequence is QDWLGVSRQLRTKAW. The MHC is DRB1_1302 with pseudo-sequence DRB1_1302. The binding affinity (normalized) is 0.0781. (5) The peptide sequence is MGAVTTEVAFGLVCA. The MHC is DRB1_0802 with pseudo-sequence DRB1_0802. The binding affinity (normalized) is 0.167.